This data is from Reaction yield outcomes from USPTO patents with 853,638 reactions. The task is: Predict the reaction yield, written as a fraction of the theoretical maximum amount of product (1.0 means a 100% yield; for example, 0.34 means a 34% yield). (1) The reactants are C[O:2][C:3](=[O:32])[C:4]1[CH:9]=[CH:8][CH:7]=[C:6]([O:10][CH2:11][CH2:12][CH2:13][N:14]2[C:18]3[CH:19]=[CH:20][CH:21]=[CH:22][C:17]=3[N:16]([CH2:23][C:24]3[CH:29]=[CH:28][CH:27]=[C:26]([Br:30])[CH:25]=3)[C:15]2=[NH:31])[CH:5]=1.[OH-].[Na+:34]. The catalyst is CCO. The product is [Na+:34].[Br:30][C:26]1[CH:25]=[C:24]([CH:29]=[CH:28][CH:27]=1)[CH2:23][N:16]1[C:17]2[CH:22]=[CH:21][CH:20]=[CH:19][C:18]=2[N:14]([CH2:13][CH2:12][CH2:11][O:10][C:6]2[CH:5]=[C:4]([CH:9]=[CH:8][CH:7]=2)[C:3]([O-:32])=[O:2])[C:15]1=[NH:31]. The yield is 0.850. (2) The reactants are [Br:1][C:2]1[N:7]=[C:6]([NH2:8])[CH:5]=[CH:4][CH:3]=1.C(N(CC)CC)C.[C:16](Cl)(=[O:21])[C:17]([CH3:20])([CH3:19])[CH3:18].O. The catalyst is ClCCl. The product is [Br:1][C:2]1[N:7]=[C:6]([NH:8][C:16](=[O:21])[C:17]([CH3:20])([CH3:19])[CH3:18])[CH:5]=[CH:4][CH:3]=1. The yield is 0.965. (3) The yield is 1.00. The reactants are [F:1][C:2]1[CH:7]=[C:6]([N+:8]([O-])=O)[CH:5]=[CH:4][C:3]=1[OH:11]. The catalyst is CO.[Pt]=O. The product is [NH2:8][C:6]1[CH:5]=[CH:4][C:3]([OH:11])=[C:2]([F:1])[CH:7]=1. (4) The reactants are C([N:8]1[CH2:13][CH2:12][C:11](=[CH:14][CH2:15][CH2:16][CH3:17])[CH2:10][CH2:9]1)C1C=CC=CC=1.Cl.CCCCCCC.CCOC(C)=O. The catalyst is [Pd].C(O)C. The product is [CH2:14]([CH:11]1[CH2:12][CH2:13][NH:8][CH2:9][CH2:10]1)[CH2:15][CH2:16][CH3:17]. The yield is 0.330.